From a dataset of Reaction yield outcomes from USPTO patents with 853,638 reactions. Predict the reaction yield, written as a fraction of the theoretical maximum amount of product (1.0 means a 100% yield; for example, 0.34 means a 34% yield). (1) The reactants are [O:1]1[C:5]2([CH2:10][CH2:9][NH:8][CH2:7][CH2:6]2)[O:4][CH2:3][CH2:2]1.C(=O)([O-])[O-].[Na+].[Na+].[C:17]([C:19]1[CH:24]=[CH:23][C:22]([S:25](Cl)(=[O:27])=[O:26])=[CH:21][CH:20]=1)#[N:18]. The catalyst is C(Cl)Cl. The product is [O:1]1[C:5]2([CH2:10][CH2:9][N:8]([S:25]([C:22]3[CH:21]=[CH:20][C:19]([C:17]#[N:18])=[CH:24][CH:23]=3)(=[O:27])=[O:26])[CH2:7][CH2:6]2)[O:4][CH2:3][CH2:2]1. The yield is 0.880. (2) The reactants are Cl[C:2](Cl)(Cl)[CH:3]([OH:5])O.S([O-])([O-])(=O)=O.[Na+].[Na+].[F:15][C:16]1[CH:22]=[CH:21][CH:20]=[CH:19][C:17]=1[NH2:18].Cl.Cl.[NH2:25][OH:26]. The catalyst is O. The product is [F:15][C:16]1[CH:22]=[CH:21][CH:20]=[CH:19][C:17]=1[NH:18][C:3](=[O:5])[CH:2]=[N:25][OH:26]. The yield is 0.860. (3) The reactants are [C:1]([O:9]CC)(=O)[CH2:2][C:3]([O:5][CH2:6][CH3:7])=[O:4].[H-].[Na+].[H][H].[F:16][C:17]1[CH:29]=[CH:28][C:20]2[N:21](C)[C:22](=O)[O:23][C:24](=O)[C:19]=2[CH:18]=1.Cl. The catalyst is CC(N(C)C)=O. The product is [CH2:6]([O:5][C:3]([C:2]1[C:1](=[O:9])[N:21]([CH3:22])[C:20]2[C:19]([C:24]=1[OH:23])=[CH:18][C:17]([F:16])=[CH:29][CH:28]=2)=[O:4])[CH3:7]. The yield is 0.530. (4) The reactants are Br[C:2]1[CH:3]=[C:4]([C:7]([NH2:9])=[O:8])[O:5][CH:6]=1.[B:10]1([B:10]2[O:14][C:13]([CH3:16])([CH3:15])[C:12]([CH3:18])([CH3:17])[O:11]2)[O:14][C:13]([CH3:16])([CH3:15])[C:12]([CH3:18])([CH3:17])[O:11]1.CC([O-])=O.[K+]. The catalyst is O1CCOCC1. The product is [CH3:17][C:12]1([CH3:18])[C:13]([CH3:16])([CH3:15])[O:14][B:10]([C:2]2[CH:3]=[C:4]([C:7]([NH2:9])=[O:8])[O:5][CH:6]=2)[O:11]1. The yield is 0.660. (5) The reactants are [CH3:1][O:2][CH2:3][CH2:4][C:5]1[C:10]([CH2:11]O)=[C:9]([CH3:13])[N:8]=[C:7]([C:14]2[CH:19]=[CH:18][C:17]([C:20]([F:23])([F:22])[F:21])=[CH:16][CH:15]=2)[N:6]=1.S(Cl)([Cl:26])=O. The catalyst is ClCCl. The product is [Cl:26][CH2:11][C:10]1[C:5]([CH2:4][CH2:3][O:2][CH3:1])=[N:6][C:7]([C:14]2[CH:19]=[CH:18][C:17]([C:20]([F:23])([F:22])[F:21])=[CH:16][CH:15]=2)=[N:8][C:9]=1[CH3:13]. The yield is 0.940. (6) The reactants are [CH3:1][O:2][C:3]1[CH:8]=[C:7]([N+:9]([O-])=O)[C:6]([O:12][CH3:13])=[CH:5][C:4]=1[O:14][CH3:15].O.O.[Sn](Cl)(Cl)(Cl)Cl.C(=O)(O)[O-].[Na+]. The catalyst is C(OCC)(=O)C. The product is [CH3:13][O:12][C:6]1[CH:5]=[C:4]([O:14][CH3:15])[C:3]([O:2][CH3:1])=[CH:8][C:7]=1[NH2:9]. The yield is 0.540. (7) The reactants are C[O:2][C:3]1[CH:4]=[C:5]2[C:10](=[CH:11][CH:12]=1)[C:9]([C:13]([C:15]1[CH:20]=[CH:19][C:18]([O:21][CH2:22][CH2:23][N:24]3[CH2:29][CH2:28][CH2:27][CH2:26][CH2:25]3)=[CH:17][CH:16]=1)=[O:14])=[C:8]([C:30]1[C:35]([F:36])=[CH:34][C:33]([F:37])=[CH:32][C:31]=1[F:38])[CH:7]=[CH:6]2.Cl.C(OCC)C.B(Br)(Br)Br.C(=O)(O)[O-].[Na+]. The catalyst is ClCCl.CO. The product is [OH:2][C:3]1[CH:4]=[C:5]2[C:10](=[CH:11][CH:12]=1)[C:9]([C:13]([C:15]1[CH:20]=[CH:19][C:18]([O:21][CH2:22][CH2:23][N:24]3[CH2:25][CH2:26][CH2:27][CH2:28][CH2:29]3)=[CH:17][CH:16]=1)=[O:14])=[C:8]([C:30]1[C:35]([F:36])=[CH:34][C:33]([F:37])=[CH:32][C:31]=1[F:38])[CH:7]=[CH:6]2. The yield is 0.870.